From a dataset of Peptide-MHC class I binding affinity with 185,985 pairs from IEDB/IMGT. Regression. Given a peptide amino acid sequence and an MHC pseudo amino acid sequence, predict their binding affinity value. This is MHC class I binding data. (1) The peptide sequence is KSWGKAKII. The MHC is HLA-A32:01 with pseudo-sequence HLA-A32:01. The binding affinity (normalized) is 0.643. (2) The peptide sequence is VTMMKYCSY. The MHC is HLA-A33:01 with pseudo-sequence HLA-A33:01. The binding affinity (normalized) is 0.295.